From a dataset of Forward reaction prediction with 1.9M reactions from USPTO patents (1976-2016). Predict the product of the given reaction. (1) Given the reactants [N:1]1([C:6]2[CH:11]=[CH:10][C:9]([C:12]3[N:16]([C:17]4[CH:22]=[CH:21][C:20]([C:23](=[O:25])[NH2:24])=[CH:19][C:18]=4[CH3:26])[C:15]([CH2:27][CH2:28][C:29]([O-:31])=[O:30])=[CH:14][CH:13]=3)=[CH:8][CH:7]=2)[CH:5]=[CH:4][N:3]=[CH:2]1.O[Li].O, predict the reaction product. The product is: [N:1]1([C:6]2[CH:11]=[CH:10][C:9]([C:12]3[N:16]([C:17]4[CH:22]=[CH:21][C:20]([C:23](=[O:25])[NH2:24])=[CH:19][C:18]=4[CH3:26])[C:15]([CH2:27][CH2:28][C:29]([OH:31])=[O:30])=[CH:14][CH:13]=3)=[CH:8][CH:7]=2)[CH:5]=[CH:4][N:3]=[CH:2]1. (2) Given the reactants [N:1]1[CH:6]=[CH:5][C:4]([C:7]2[CH:15]=[CH:14][C:10]([C:11]([OH:13])=O)=[CH:9][CH:8]=2)=[CH:3][CH:2]=1.O.ON1C2C=CC=CC=2N=N1.Cl.CN(C)CCCN=C=NCC.[Cl:39][C:40]1[CH:57]=[CH:56][C:43]2[O:44][C:45]([S:47]([N:50]3[CH2:55][CH2:54][NH:53][CH2:52][CH2:51]3)(=[O:49])=[O:48])=[CH:46][C:42]=2[CH:41]=1, predict the reaction product. The product is: [Cl:39][C:40]1[CH:57]=[CH:56][C:43]2[O:44][C:45]([S:47]([N:50]3[CH2:51][CH2:52][N:53]([C:11](=[O:13])[C:10]4[CH:9]=[CH:8][C:7]([C:4]5[CH:3]=[CH:2][N:1]=[CH:6][CH:5]=5)=[CH:15][CH:14]=4)[CH2:54][CH2:55]3)(=[O:48])=[O:49])=[CH:46][C:42]=2[CH:41]=1. (3) Given the reactants C([NH:4][C:5]1[C:10](=[O:11])[N:9]([CH2:12][C:13]([NH:15][C@@H:16]([CH:21]([CH3:23])[CH3:22])[C:17]([O:19][CH3:20])=[O:18])=[O:14])[C:8]([C:24]2[CH:29]=[CH:28][CH:27]=[CH:26][CH:25]=2)=[N:7][CH:6]=1)(=O)C.[ClH:30], predict the reaction product. The product is: [ClH:30].[NH2:4][C:5]1[C:10](=[O:11])[N:9]([CH2:12][C:13]([NH:15][C@@H:16]([CH:21]([CH3:23])[CH3:22])[C:17]([O:19][CH3:20])=[O:18])=[O:14])[C:8]([C:24]2[CH:25]=[CH:26][CH:27]=[CH:28][CH:29]=2)=[N:7][CH:6]=1. (4) Given the reactants Br[C:2]1[CH:3]=[C:4]([C:8]([NH:10][CH:11]2[CH2:13][CH2:12]2)=[O:9])[S:5][C:6]=1[CH3:7].[B:14]1([B:14]2[O:18][C:17]([CH3:20])([CH3:19])[C:16]([CH3:22])([CH3:21])[O:15]2)[O:18][C:17]([CH3:20])([CH3:19])[C:16]([CH3:22])([CH3:21])[O:15]1.C([O-])(=O)C.[K+], predict the reaction product. The product is: [CH:11]1([NH:10][C:8]([C:4]2[S:5][C:6]([CH3:7])=[C:2]([B:14]3[O:18][C:17]([CH3:20])([CH3:19])[C:16]([CH3:22])([CH3:21])[O:15]3)[CH:3]=2)=[O:9])[CH2:13][CH2:12]1. (5) Given the reactants Cl.[F:2][C:3]1([CH2:13][CH2:14][CH:15]2[C:23]3[C:18](=[CH:19][CH:20]=[CH:21][CH:22]=3)[C:17]3=[CH:24][N:25]=[CH:26][N:16]23)[CH2:12][CH2:11][C:6]2(OCC[O:7]2)[CH2:5][CH2:4]1.C([O-])(O)=O.[Na+], predict the reaction product. The product is: [F:2][C:3]1([CH2:13][CH2:14][CH:15]2[C:23]3[C:18](=[CH:19][CH:20]=[CH:21][CH:22]=3)[C:17]3=[CH:24][N:25]=[CH:26][N:16]23)[CH2:12][CH2:11][C:6](=[O:7])[CH2:5][CH2:4]1. (6) Given the reactants [F:1][C:2]1[CH:7]=[CH:6][C:5]([CH2:8][C:9]2[CH:18]=[C:17]3[C:12]([C:13]([OH:26])=[C:14]([C:21](OCC)=[O:22])[C:15](=[O:20])[N:16]3[CH3:19])=[N:11][CH:10]=2)=[CH:4][CH:3]=1.[NH2:27][CH2:28][CH2:29][N:30]1[CH2:34][CH2:33][NH:32][C:31]1=[O:35], predict the reaction product. The product is: [F:1][C:2]1[CH:7]=[CH:6][C:5]([CH2:8][C:9]2[CH:18]=[C:17]3[C:12]([C:13]([OH:26])=[C:14]([C:21]([NH:27][CH2:28][CH2:29][N:30]4[CH2:34][CH2:33][NH:32][C:31]4=[O:35])=[O:22])[C:15](=[O:20])[N:16]3[CH3:19])=[N:11][CH:10]=2)=[CH:4][CH:3]=1. (7) The product is: [C:10]([O:9][C:7]([NH:14][CH2:15][CH2:16][C:17]([NH:1][C:2]([CH3:6])([CH3:5])[CH2:3][OH:4])=[O:18])=[O:8])([CH3:13])([CH3:12])[CH3:11]. Given the reactants [NH2:1][C:2]([CH3:6])([CH3:5])[CH2:3][OH:4].[C:7]([NH:14][CH2:15][CH2:16][C:17](O)=[O:18])([O:9][C:10]([CH3:13])([CH3:12])[CH3:11])=[O:8].C(N(CC)CC)C.[I-].ClC1C=CC=C[N+]=1C, predict the reaction product. (8) Given the reactants [C:1]([O:5][C:6](=[O:22])[NH:7][C:8]1[CH:13]=[C:12]([N:14]([CH3:16])[CH3:15])[C:11]([C:17]([F:20])([F:19])[F:18])=[CH:10][C:9]=1[NH2:21])([CH3:4])([CH3:3])[CH3:2].C([O:27][C:28](=O)[CH2:29][C:30](=[O:50])[C:31]1[CH:36]=[CH:35][CH:34]=[C:33]([C:37]2[O:41][N:40]=[C:39]([CH2:42][O:43][CH:44]3[CH2:49][CH2:48][CH2:47][CH2:46][O:45]3)[CH:38]=2)[CH:32]=1)(C)(C)C, predict the reaction product. The product is: [C:1]([O:5][C:6](=[O:22])[NH:7][C:8]1[CH:13]=[C:12]([N:14]([CH3:16])[CH3:15])[C:11]([C:17]([F:20])([F:19])[F:18])=[CH:10][C:9]=1[NH:21][C:28](=[O:27])[CH2:29][C:30](=[O:50])[C:31]1[CH:36]=[CH:35][CH:34]=[C:33]([C:37]2[O:41][N:40]=[C:39]([CH2:42][O:43][CH:44]3[CH2:49][CH2:48][CH2:47][CH2:46][O:45]3)[CH:38]=2)[CH:32]=1)([CH3:4])([CH3:2])[CH3:3]. (9) Given the reactants C[O:2][C:3](=[O:35])[C@@H:4]([O:32][CH2:33][CH3:34])[CH2:5][C:6]1[CH:11]=[CH:10][C:9]([O:12][CH2:13][C:14]2[N:15]=[C:16]([C:20]3[CH:25]=[CH:24][C:23]([O:26][CH:27]([CH3:29])[CH3:28])=[CH:22][CH:21]=3)[O:17][C:18]=2[CH3:19])=[CH:8][C:7]=1[O:30][CH3:31].[Li+].[OH-], predict the reaction product. The product is: [CH2:33]([O:32][C@@H:4]([CH2:5][C:6]1[CH:11]=[CH:10][C:9]([O:12][CH2:13][C:14]2[N:15]=[C:16]([C:20]3[CH:25]=[CH:24][C:23]([O:26][CH:27]([CH3:28])[CH3:29])=[CH:22][CH:21]=3)[O:17][C:18]=2[CH3:19])=[CH:8][C:7]=1[O:30][CH3:31])[C:3]([OH:35])=[O:2])[CH3:34]. (10) Given the reactants COC1C=C(C=CC=1)O[C:7]1[N:12]=[CH:11][N:10]=[C:9]([NH:13][C:14]2[N:19]=[C:18]([NH:20]C(=O)C=C)[CH:17]=[CH:16][CH:15]=2)[CH:8]=1.[NH:28]1[CH2:33][CH2:32]OCC1.O.[Cl-].[Na+].O, predict the reaction product. The product is: [NH2:20][C:18]1[N:19]=[C:14]([NH:13][C:9]2[CH:8]=[C:7]([NH:28][C:33]3[CH:32]=[CH:17][CH:16]=[CH:15][CH:14]=3)[N:12]=[CH:11][N:10]=2)[CH:15]=[CH:16][CH:17]=1.